From a dataset of Forward reaction prediction with 1.9M reactions from USPTO patents (1976-2016). Predict the product of the given reaction. (1) Given the reactants [NH2:1][C:2]1[CH:20]=[CH:19][C:5]([O:6][C:7]2[CH:12]=[CH:11][N:10]=[C:9]([NH:13][C:14]([CH:16]3[CH2:18][CH2:17]3)=[O:15])[CH:8]=2)=[CH:4][CH:3]=1.[O:21]([C:28]([NH:30][C:31]1[CH:32]=[C:33]([CH:46]=[C:47]([C:49]([F:52])([F:51])[F:50])[CH:48]=1)[O:34][CH:35]1[CH2:38][N:37]([C:39]([O:41][C:42]([CH3:45])([CH3:44])[CH3:43])=[O:40])[CH2:36]1)=O)C1C=CC=CC=1.O.C([O-])(O)=O.[Na+], predict the reaction product. The product is: [CH:16]1([C:14]([NH:13][C:9]2[CH:8]=[C:7]([O:6][C:5]3[CH:19]=[CH:20][C:2]([NH:1][C:28]([NH:30][C:31]4[CH:32]=[C:33]([CH:46]=[C:47]([C:49]([F:51])([F:52])[F:50])[CH:48]=4)[O:34][CH:35]4[CH2:38][N:37]([C:39]([O:41][C:42]([CH3:45])([CH3:44])[CH3:43])=[O:40])[CH2:36]4)=[O:21])=[CH:3][CH:4]=3)[CH:12]=[CH:11][N:10]=2)=[O:15])[CH2:17][CH2:18]1. (2) Given the reactants Cl[C:2]1[C:7]([C:8](=[O:10])[CH3:9])=[CH:6][N:5]=[C:4]2[N:11]([CH2:14][O:15][CH2:16][CH2:17][Si:18]([CH3:21])([CH3:20])[CH3:19])[CH:12]=[N:13][C:3]=12.[CH:22]1([NH2:28])[CH2:27][CH2:26][CH2:25][CH2:24][CH2:23]1.[Cl-].[Na+], predict the reaction product. The product is: [CH:22]1([NH:28][C:2]2[C:7]([C:8](=[O:10])[CH3:9])=[CH:6][N:5]=[C:4]3[N:11]([CH2:14][O:15][CH2:16][CH2:17][Si:18]([CH3:21])([CH3:20])[CH3:19])[CH:12]=[N:13][C:3]=23)[CH2:27][CH2:26][CH2:25][CH2:24][CH2:23]1.